Predict the product of the given reaction. From a dataset of Forward reaction prediction with 1.9M reactions from USPTO patents (1976-2016). (1) Given the reactants [H-].[Al+3].[Li+].[H-].[H-].[H-].[OH:7][CH2:8][C@H:9]1[CH2:14][NH:13][CH2:12][CH2:11][N:10]1[C:15](OC(C)(C)C)=O, predict the reaction product. The product is: [CH3:15][N:10]1[CH2:11][CH2:12][NH:13][CH2:14][C@@H:9]1[CH2:8][OH:7]. (2) Given the reactants [C:1]([NH:6][C:7]1[C:16]([N+:17]([O-])=O)=[CH:15][C:10]([C:11]([O:13]C)=[O:12])=[CH:9][C:8]=1[CH3:20])(=O)[CH2:2][CH2:3][CH3:4].[H][H].[OH-].[Na+].Cl, predict the reaction product. The product is: [CH2:2]([C:1]1[NH:6][C:7]2[C:8]([CH3:20])=[CH:9][C:10]([C:11]([OH:13])=[O:12])=[CH:15][C:16]=2[N:17]=1)[CH2:3][CH3:4]. (3) Given the reactants [NH2:1][C@@H:2]1[CH2:7][CH2:6][C@H:5]([C:8]([OH:10])=[O:9])[CH2:4][CH2:3]1.[OH-].[Na+].[C:13](O[C:13]([O:15][C:16]([CH3:19])([CH3:18])[CH3:17])=[O:14])([O:15][C:16]([CH3:19])([CH3:18])[CH3:17])=[O:14], predict the reaction product. The product is: [CH3:17][C:16]([O:15][C:13]([NH:1][C@@H:2]1[CH2:7][CH2:6][C@H:5]([C:8]([OH:10])=[O:9])[CH2:4][CH2:3]1)=[O:14])([CH3:19])[CH3:18]. (4) Given the reactants [Cl:1][C:2]1[CH:3]=[N:4][CH:5]=[C:6]([Cl:20])[C:7]=1[S:8][C:9]1[S:13][C:12]([C:14]([OH:16])=O)=[CH:11][C:10]=1[N+:17]([O-:19])=[O:18].[Cl:21][C:22]1[N:27]=[CH:26][C:25]([CH2:28][NH2:29])=[CH:24][CH:23]=1, predict the reaction product. The product is: [Cl:21][C:22]1[N:27]=[CH:26][C:25]([CH2:28][NH:29][C:14]([C:12]2[S:13][C:9]([S:8][C:7]3[C:6]([Cl:20])=[CH:5][N:4]=[CH:3][C:2]=3[Cl:1])=[C:10]([N+:17]([O-:19])=[O:18])[CH:11]=2)=[O:16])=[CH:24][CH:23]=1. (5) Given the reactants CC[C@H]1[C@H]2C[C@H]([C@H](OC3C4C(=CC=CC=4)C(O[C@H]([C:47]4[CH:56]=[CH:55][N:54]=[C:53]5[C:48]=4[CH:49]=[C:50]([O:57]C)[CH:51]=C5)[C@@H]4N5C[C@H](CC)[C@@H](CC5)C4)=NN=3)[C:47]3[CH:56]=[CH:55][N:54]=[C:53]4[C:48]=3[CH:49]=[C:50]([O:57]C)[CH:51]=C4)N(CC2)C1.CS([NH-])(=O)=[O:61].C(C1C=[C:69]2C=C[N:73]([S:76]([C:79]3[CH:84]=[CH:83][CH:82]=[CH:81][CH:80]=3)(=[O:78])=[O:77])[C:70]2=NC=1)C=C.S([O-])([O-])=O.[Na+].[Na+], predict the reaction product. The product is: [C:79]1([S:76]([N:73]2[C:55]3=[N:54][CH:53]=[C:48]([CH2:49][CH:50]([OH:57])[CH2:51][OH:61])[CH:47]=[C:56]3[CH:69]=[CH:70]2)(=[O:78])=[O:77])[CH:84]=[CH:83][CH:82]=[CH:81][CH:80]=1. (6) Given the reactants [NH2:1][C:2]1[N:7]=[C:6]([C:8]([NH:10][CH:11]([C:13]2[CH:14]=[N:15][C:16]([O:21][CH2:22][C:23]([F:26])([F:25])[F:24])=[C:17]([O:19][CH3:20])[CH:18]=2)[CH3:12])=[O:9])[CH:5]=[CH:4][N:3]=1.[C:27](Cl)(=[O:29])[CH3:28], predict the reaction product. The product is: [C:27]([NH:1][C:2]1[N:7]=[C:6]([C:8]([NH:10][CH:11]([C:13]2[CH:14]=[N:15][C:16]([O:21][CH2:22][C:23]([F:25])([F:26])[F:24])=[C:17]([O:19][CH3:20])[CH:18]=2)[CH3:12])=[O:9])[CH:5]=[CH:4][N:3]=1)(=[O:29])[CH3:28]. (7) Given the reactants [N:1]1[CH:6]=[CH:5][CH:4]=[CH:3][C:2]=1[CH:7]=O.[Cl:9][C:10]1[C:11]([NH:20][NH2:21])=[N:12][CH:13]=[C:14]([C:16]([F:19])([F:18])[F:17])[CH:15]=1, predict the reaction product. The product is: [Cl:9][C:10]1[C:11]([NH:20][N:21]=[CH:7][C:2]2[CH:3]=[CH:4][CH:5]=[CH:6][N:1]=2)=[N:12][CH:13]=[C:14]([C:16]([F:19])([F:17])[F:18])[CH:15]=1. (8) The product is: [CH3:22][C:23]1[CH:24]=[C:25]2[C:29](=[CH:30][CH:31]=1)[N:28]([CH2:3][C:4]1[C:9]([C:10]([F:13])([F:12])[F:11])=[CH:8][CH:7]=[CH:6][N:5]=1)[C:27](=[O:32])[C:26]12[C:44]2[C:35](=[CH:36][C:37]3[O:42][CH2:41][CH2:40][O:39][C:38]=3[CH:43]=2)[O:34][CH2:33]1. Given the reactants Cl.Cl[CH2:3][C:4]1[C:9]([C:10]([F:13])([F:12])[F:11])=[CH:8][CH:7]=[CH:6][N:5]=1.BrCC1CCCCO1.[CH3:22][C:23]1[CH:24]=[C:25]2[C:29](=[CH:30][CH:31]=1)[NH:28][C:27](=[O:32])[C:26]12[C:44]2[C:35](=[CH:36][C:37]3[O:42][CH2:41][CH2:40][O:39][C:38]=3[CH:43]=2)[O:34][CH2:33]1.N1C2C(=CC=CC=2)C2(COC3C=C4C(=CC2=3)CCO4)C1=O, predict the reaction product. (9) Given the reactants C(O)C(N)(CO)CO.Cl.[Cl-].[Cl-].[Ca+2:12].[P:13]([O-:17])([O-:16])([O-:15])=[O:14].[Na+].[Na+].[Na+].[Mg+2].[Cl-].[Cl-], predict the reaction product. The product is: [P:13]([O-:17])([O-:16])([O-:15])=[O:14].[Ca+2:12].[P:13]([O-:17])([O-:16])([O-:15])=[O:14].[Ca+2:12].[Ca+2:12]. (10) Given the reactants [Br:1][C:2]1[CH:13]=[C:6]2[C:7](O[C:10](=O)[NH:11][C:5]2=[CH:4][CH:3]=1)=[O:8].C([O-])(=O)C.C(N)=[NH2+:19], predict the reaction product. The product is: [Br:1][C:2]1[CH:13]=[C:6]2[C:5](=[CH:4][CH:3]=1)[N:11]=[CH:10][NH:19][C:7]2=[O:8].